From a dataset of Catalyst prediction with 721,799 reactions and 888 catalyst types from USPTO. Predict which catalyst facilitates the given reaction. Reactant: [CH3:1][C@H:2]1[CH2:7][N:6]2[N:8]=[CH:9][C:10]([N:11]3[CH2:15][CH:14]([C:16]4[O:20][N:19]=[C:18]([CH3:21])[N:17]=4)[O:13][C:12]3=[O:22])=[C:5]2[CH2:4][N:3]1[C:23]([O:25]C(C)(C)C)=O.FC(F)(F)C(O)=O.CCN(C(C)C)C(C)C.[F:46][C:47]1[CH:48]=[C:49]([NH:55]C(=O)OC2C=CC=CC=2)[CH:50]=[C:51]([F:54])[C:52]=1[F:53]. Product: [CH3:1][C@H:2]1[CH2:7][N:6]2[N:8]=[CH:9][C:10]([N:11]3[CH2:15][CH:14]([C:16]4[O:20][N:19]=[C:18]([CH3:21])[N:17]=4)[O:13][C:12]3=[O:22])=[C:5]2[CH2:4][N:3]1[C:23]([NH:55][C:49]1[CH:48]=[C:47]([F:46])[C:52]([F:53])=[C:51]([F:54])[CH:50]=1)=[O:25]. The catalyst class is: 2.